The task is: Predict which catalyst facilitates the given reaction.. This data is from Catalyst prediction with 721,799 reactions and 888 catalyst types from USPTO. (1) Reactant: [Cl:1][C:2]1[CH:7]=[CH:6][C:5]([CH2:8]Cl)=[CH:4][N:3]=1.[NH:10]1[CH:14]=[CH:13][N:12]=[CH:11]1.C(=O)([O-])[O-].[K+].[K+]. Product: [Cl:1][C:2]1[CH:7]=[CH:6][C:5]([CH2:8][N:10]2[CH:14]=[CH:13][N:12]=[CH:11]2)=[CH:4][N:3]=1. The catalyst class is: 10. (2) Reactant: [N+:1]([C:4]1[CH:5]=[N:6][CH:7]=[CH:8][C:9]=1[C:10]1[O:15][C@H:14]([CH2:16][OH:17])[C@@H:13]([O:18][Si:19]([CH:26]([CH3:28])[CH3:27])([CH:23]([CH3:25])[CH3:24])[CH:20]([CH3:22])[CH3:21])[C@H:12]([O:29][Si:30]([CH:37]([CH3:39])[CH3:38])([CH:34]([CH3:36])[CH3:35])[CH:31]([CH3:33])[CH3:32])[CH:11]=1)([O-:3])=[O:2].[C:40](OC(=O)C)(=[O:42])[CH3:41]. Product: [C:40]([O:17][CH2:16][C@@H:14]1[C@@H:13]([O:18][Si:19]([CH:26]([CH3:27])[CH3:28])([CH:20]([CH3:21])[CH3:22])[CH:23]([CH3:24])[CH3:25])[C@H:12]([O:29][Si:30]([CH:31]([CH3:33])[CH3:32])([CH:34]([CH3:36])[CH3:35])[CH:37]([CH3:39])[CH3:38])[CH:11]=[C:10]([C:9]2[CH:8]=[CH:7][N:6]=[CH:5][C:4]=2[N+:1]([O-:3])=[O:2])[O:15]1)(=[O:42])[CH3:41]. The catalyst class is: 17. (3) Reactant: [O:1]1[C:5]([C:6]2[CH:11]=[CH:10][C:9]([NH:12][C:13]3[N:14]=[C:15]([N:23]([C:27]4[CH:32]=[CH:31][CH:30]=[CH:29][CH:28]=4)[CH2:24][CH2:25][OH:26])[C:16]4[CH2:22][NH:21][CH2:20][CH2:19][C:17]=4[N:18]=3)=[CH:8][CH:7]=2)=[CH:4][N:3]=[CH:2]1.C(N(CC)CC)C.[CH3:40][N:41]([CH3:45])[C:42](Cl)=[O:43]. Product: [OH:26][CH2:25][CH2:24][N:23]([C:27]1[CH:28]=[CH:29][CH:30]=[CH:31][CH:32]=1)[C:15]1[C:16]2[CH2:22][N:21]([C:42]([N:41]([CH3:45])[CH3:40])=[O:43])[CH2:20][CH2:19][C:17]=2[N:18]=[C:13]([NH:12][C:9]2[CH:10]=[CH:11][C:6]([C:5]3[O:1][CH:2]=[N:3][CH:4]=3)=[CH:7][CH:8]=2)[N:14]=1. The catalyst class is: 98. (4) Reactant: [Br:1][C:2]1[CH:7]=[CH:6][C:5]([CH2:8]Br)=[C:4]([CH2:10][CH3:11])[CH:3]=1.C(N(CC)CC)C.[NH:19]1[CH2:24][CH2:23][O:22][CH2:21][CH2:20]1. Product: [Br:1][C:2]1[CH:7]=[CH:6][C:5]([CH2:8][N:19]2[CH2:24][CH2:23][O:22][CH2:21][CH2:20]2)=[C:4]([CH2:10][CH3:11])[CH:3]=1. The catalyst class is: 23. (5) The catalyst class is: 12. Product: [ClH:32].[C:1]1([S:7]([C:10]2[CH:11]=[C:12]3[C:16](=[CH:17][CH:18]=2)[N:15]([CH:19]2[CH2:24][CH2:23][NH:22][CH2:21][CH2:20]2)[CH:14]=[CH:13]3)(=[O:9])=[O:8])[CH:6]=[CH:5][CH:4]=[CH:3][CH:2]=1. Reactant: [C:1]1([S:7]([C:10]2[CH:11]=[C:12]3[C:16](=[CH:17][CH:18]=2)[N:15]([CH:19]2[CH2:24][CH2:23][N:22](C(OC(C)(C)C)=O)[CH2:21][CH2:20]2)[CH:14]=[CH:13]3)(=[O:9])=[O:8])[CH:6]=[CH:5][CH:4]=[CH:3][CH:2]=1.[ClH:32]. (6) Reactant: C[C:2]1[CH:9]=[CH:8][C:5]([CH2:6][NH2:7])=[CH:4][CH:3]=1.[CH3:10][N:11]1[CH:15]2[CH2:16][C:17]([CH2:19][CH:12]1[CH2:13][CH2:14]2)=O.[CH3:20]O. Product: [CH3:20][CH:19]1[C@H:12]2[N:11]([CH3:10])[C@H:15]([CH2:14][CH2:13]2)[C:16](=[N:7][CH2:6][C:5]2[CH:4]=[CH:3][CH:2]=[CH:9][CH:8]=2)[CH2:17]1. The catalyst class is: 451. (7) Reactant: [CH2:1]([O:8][C:9]1[C:13]2[C:14]([CH:19]=[O:20])=[N:15][C:16]([Cl:18])=[CH:17][C:12]=2[N:11]([C:21]([C:34]2[CH:39]=[CH:38][CH:37]=[CH:36][CH:35]=2)([C:28]2[CH:33]=[CH:32][CH:31]=[CH:30][CH:29]=2)[C:22]2[CH:27]=[CH:26][CH:25]=[CH:24][CH:23]=2)[N:10]=1)[C:2]1[CH:7]=[CH:6][CH:5]=[CH:4][CH:3]=1.CO.[BH4-].[Na+]. Product: [CH2:1]([O:8][C:9]1[C:13]2[C:14]([CH2:19][OH:20])=[N:15][C:16]([Cl:18])=[CH:17][C:12]=2[N:11]([C:21]([C:22]2[CH:27]=[CH:26][CH:25]=[CH:24][CH:23]=2)([C:34]2[CH:35]=[CH:36][CH:37]=[CH:38][CH:39]=2)[C:28]2[CH:33]=[CH:32][CH:31]=[CH:30][CH:29]=2)[N:10]=1)[C:2]1[CH:3]=[CH:4][CH:5]=[CH:6][CH:7]=1. The catalyst class is: 2.